This data is from Full USPTO retrosynthesis dataset with 1.9M reactions from patents (1976-2016). The task is: Predict the reactants needed to synthesize the given product. Given the product [CH2:13]([CH2:12][C:11]([NH2:8])=[S:3])[C:14]([C:16]1[CH:21]=[CH:20][CH:19]=[CH:18][CH:17]=1)=[O:15], predict the reactants needed to synthesize it. The reactants are: C(N)(=O)C[SH:3].C([N:8]([CH2:11][CH3:12])CC)C.[CH2:13](Br)[C:14]([C:16]1[CH:21]=[CH:20][CH:19]=[CH:18][CH:17]=1)=[O:15].